This data is from Catalyst prediction with 721,799 reactions and 888 catalyst types from USPTO. The task is: Predict which catalyst facilitates the given reaction. (1) Reactant: CON(C)[C:4](=[O:15])[C:5]1[CH:10]=[CH:9][C:8]([C:11]([F:14])([F:13])[F:12])=[CH:7][CH:6]=1.[CH:17]1([Mg]Br)[CH2:21][CH2:20][CH2:19][CH2:18]1.N#N.Cl. Product: [CH:17]1([C:4]([C:5]2[CH:10]=[CH:9][C:8]([C:11]([F:14])([F:13])[F:12])=[CH:7][CH:6]=2)=[O:15])[CH2:21][CH2:20][CH2:19][CH2:18]1. The catalyst class is: 1. (2) Reactant: [C:1]1([C:7]#[CH:8])[CH:6]=[CH:5][CH:4]=[CH:3][CH:2]=1.C([Li])CCC.C[Si](C)(C(C)(C)C)[O:16][C:17]1[CH:18]=[CH:19][C:20]2[C:21](=O)[C:22]3[C:27]([O:28][C:29]=2[CH:30]=1)=[CH:26][C:25]([O:31][Si](C)(C)C(C)(C)C)=[CH:24][CH:23]=3.F.F.F.C(N(CC)CC)C. Product: [C:1]1([C:7]#[C:8][CH:21]2[C:22]3[CH:23]=[CH:24][C:25]([OH:31])=[CH:26][C:27]=3[O:28][C:29]3[C:20]2=[CH:19][CH:18]=[C:17]([OH:16])[CH:30]=3)[CH:6]=[CH:5][CH:4]=[CH:3][CH:2]=1. The catalyst class is: 11. (3) Reactant: [Br:1][C:2]1[C:10]2[C:5](=[N:6][CH:7]=[CH:8][C:9]=2[CH2:11][C:12]2[CH:17]=[CH:16][C:15]([NH:18][C:19](=[O:24])[C:20]([F:23])([F:22])[F:21])=[CH:14][C:13]=2[F:25])[NH:4][CH:3]=1.C([Li])CCC.[C:31]1([CH3:41])[CH:36]=[CH:35][C:34]([S:37](Cl)(=[O:39])=[O:38])=[CH:33][CH:32]=1.C(=O)(O)[O-].[Na+]. Product: [Br:1][C:2]1[C:10]2[C:5](=[N:6][CH:7]=[CH:8][C:9]=2[CH2:11][C:12]2[CH:17]=[CH:16][C:15]([NH:18][C:19](=[O:24])[C:20]([F:23])([F:21])[F:22])=[CH:14][C:13]=2[F:25])[N:4]([S:37]([C:34]2[CH:35]=[CH:36][C:31]([CH3:41])=[CH:32][CH:33]=2)(=[O:39])=[O:38])[CH:3]=1. The catalyst class is: 20. (4) Reactant: [NH:1]1[C:5]2[CH:6]=[CH:7][CH:8]=[CH:9][C:4]=2[N:3]=[C:2]1[CH2:10][N:11]([CH:21]1[C:30]2[N:29]=[CH:28][CH:27]=[CH:26][C:25]=2[CH2:24][CH2:23][CH2:22]1)[CH2:12][C:13]1[CH:18]=[CH:17][C:16]([CH2:19][NH2:20])=[CH:15][CH:14]=1.C(OC([N:38]1[CH2:45][CH2:44][CH2:43][C@H:39]1[C:40](O)=[O:41])=O)(C)(C)C.C(N(CC)C(C)C)(C)C.O.ON1C2C=CC=CC=2N=N1.Cl.CN(C)CCCN=C=NCC. Product: [NH:1]1[C:5]2[CH:6]=[CH:7][CH:8]=[CH:9][C:4]=2[N:3]=[C:2]1[CH2:10][N:11]([CH2:12][C:13]1[CH:14]=[CH:15][C:16]([CH2:19][NH:20][C:40]([C@@H:39]2[CH2:43][CH2:44][CH2:45][NH:38]2)=[O:41])=[CH:17][CH:18]=1)[CH:21]1[C:30]2[N:29]=[CH:28][CH:27]=[CH:26][C:25]=2[CH2:24][CH2:23][CH2:22]1. The catalyst class is: 754.